This data is from Reaction yield outcomes from USPTO patents with 853,638 reactions. The task is: Predict the reaction yield, written as a fraction of the theoretical maximum amount of product (1.0 means a 100% yield; for example, 0.34 means a 34% yield). (1) The reactants are [C:1]([C:5]1[S:9][C:8]([C:10]2[S:11][CH:12]=[CH:13][CH:14]=2)=[CH:7][CH:6]=1)([CH3:4])([CH3:3])[CH3:2].C(=O)=O.CC(C)=O.C([Li])CCC.[B:27](OC)([O:30]C)[O:28]C. The catalyst is C1COCC1. The product is [C:1]([C:5]1[S:9][C:8]([C:10]2[S:11][C:12]([B:27]([OH:30])[OH:28])=[CH:13][CH:14]=2)=[CH:7][CH:6]=1)([CH3:4])([CH3:2])[CH3:3]. The yield is 0.960. (2) The reactants are [Br:1][C:2]1[CH:7]=[CH:6][C:5]([CH2:8]O)=[CH:4][C:3]=1[F:10].P(Br)(Br)[Br:12].C([O-])([O-])=O.[Na+].[Na+]. The catalyst is C(Cl)Cl. The product is [Br:1][C:2]1[CH:7]=[CH:6][C:5]([CH2:8][Br:12])=[CH:4][C:3]=1[F:10]. The yield is 0.611. (3) The reactants are [CH2:1]([N:8]1[CH2:13][CH2:12][O:11][C:10]([F:15])([F:14])[C:9]1=O)[C:2]1[CH:7]=[CH:6][CH:5]=[CH:4][CH:3]=1.CSC.[B].Cl. The catalyst is C1COCC1. The product is [CH2:1]([N:8]1[CH2:13][CH2:12][O:11][C:10]([F:15])([F:14])[CH2:9]1)[C:2]1[CH:3]=[CH:4][CH:5]=[CH:6][CH:7]=1. The yield is 0.440. (4) The reactants are [OH:1][C:2]1[CH:3]=[C:4]2[C:9](=[CH:10][CH:11]=1)[CH:8]=[C:7]([C:12]1[C:20]3[C:15](=[CH:16][CH:17]=[C:18]([C:21]#[N:22])[CH:19]=3)[N:14]([CH:23]3[CH2:28][CH2:27][CH2:26][CH2:25][O:24]3)[N:13]=1)[CH:6]=[CH:5]2.[OH-].[Na+].C1COCC1.Cl[CH:37]([F:39])[F:38]. The catalyst is O. The product is [F:38][CH:37]([F:39])[O:1][C:2]1[CH:3]=[C:4]2[C:9](=[CH:10][CH:11]=1)[CH:8]=[C:7]([C:12]1[C:20]3[C:15](=[CH:16][CH:17]=[C:18]([C:21]#[N:22])[CH:19]=3)[N:14]([CH:23]3[CH2:28][CH2:27][CH2:26][CH2:25][O:24]3)[N:13]=1)[CH:6]=[CH:5]2. The yield is 0.270.